From a dataset of Full USPTO retrosynthesis dataset with 1.9M reactions from patents (1976-2016). Predict the reactants needed to synthesize the given product. (1) Given the product [F:1][C:2]1[CH:20]=[CH:19][CH:18]=[CH:17][C:3]=1[O:4][CH:5]([C:7]1[CH:16]=[CH:15][C:10]([C:11]([OH:13])=[O:12])=[CH:9][CH:8]=1)[CH3:6], predict the reactants needed to synthesize it. The reactants are: [F:1][C:2]1[CH:20]=[CH:19][CH:18]=[CH:17][C:3]=1[O:4][CH:5]([C:7]1[CH:16]=[CH:15][C:10]([C:11]([O:13]C)=[O:12])=[CH:9][CH:8]=1)[CH3:6].O.[OH-].[Li+].O1CCCC1.Cl. (2) Given the product [F:1][C:2]1[CH:9]=[C:8]2[C:5](=[CH:4][C:3]=1[Br:10])[CH:6]=[N:17][CH:16]=[CH:15]2, predict the reactants needed to synthesize it. The reactants are: [F:1][C:2]1[CH:9]=[CH:8][C:5]([CH:6]=O)=[CH:4][C:3]=1[Br:10].BrC1C=C2C(=CC=1)C=[N:17][CH:16]=[CH:15]2. (3) Given the product [CH3:39]/[C:22](/[CH2:23]/[CH:24]=[CH:25]/[C@H:26]([CH3:38])[C@@H:27]([O:30][Si:31]([CH2:34][CH3:35])([CH2:36][CH3:37])[CH2:32][CH3:33])[CH2:28][CH3:29])=[CH:21]\[CH2:20][OH:19], predict the reactants needed to synthesize it. The reactants are: C1(C)C=CC=CC=1.[H-].C([Al+]CC(C)C)C(C)C.C[O:19][C:20](=O)/[CH:21]=[C:22](\[CH3:39])/[CH2:23]/[CH:24]=[CH:25]/[C@H:26]([CH3:38])[C@@H:27]([O:30][Si:31]([CH2:36][CH3:37])([CH2:34][CH3:35])[CH2:32][CH3:33])[CH2:28][CH3:29].O.O.O.O.C(C(C(C([O-])=O)O)O)([O-])=O.[Na+].[K+].